This data is from Reaction yield outcomes from USPTO patents with 853,638 reactions. The task is: Predict the reaction yield, written as a fraction of the theoretical maximum amount of product (1.0 means a 100% yield; for example, 0.34 means a 34% yield). (1) The reactants are [CH2:1]([O:3][CH2:4][CH2:5][CH2:6][CH2:7][C@H:8]([C@@H:15]1[CH2:20][CH2:19][CH2:18][N:17]([C:21]([NH:23][C@@H:24]([CH2:35][CH:36]2[CH2:41][CH2:40][CH2:39][CH2:38][CH2:37]2)[CH2:25][N:26](C)[C:27](=O)OC(C)(C)C)=[O:22])[CH2:16]1)[C:9]1[CH:14]=[CH:13][CH:12]=[CH:11][CH:10]=1)[CH3:2]. The catalyst is Cl.O1CCOCC1. The product is [CH:36]1([CH2:35][C@H:24]([NH:23][C:21]([N:17]2[CH2:18][CH2:19][CH2:20][C@@H:15]([C@H:8]([C:9]3[CH:10]=[CH:11][CH:12]=[CH:13][CH:14]=3)[CH2:7][CH2:6][CH2:5][CH2:4][O:3][CH2:1][CH3:2])[CH2:16]2)=[O:22])[CH2:25][NH:26][CH3:27])[CH2:41][CH2:40][CH2:39][CH2:38][CH2:37]1. The yield is 0.910. (2) The reactants are C([S:4][CH2:5][CH2:6][C:7]1[CH:16]=[CH:15][CH:14]=[C:13]([O:17][CH2:18][C:19]2[CH:24]=[CH:23][C:22]([C:25]([O:27]C)=[O:26])=[CH:21][CH:20]=2)[C:8]=1[C:9]([O:11]C)=[O:10])(=O)C.[OH-].[K+]. The catalyst is CCO. The product is [C:25]([C:22]1[CH:21]=[CH:20][C:19]([CH2:18][O:17][C:13]2[CH:14]=[CH:15][CH:16]=[C:7]([CH2:6][CH2:5][SH:4])[C:8]=2[C:9]([OH:11])=[O:10])=[CH:24][CH:23]=1)([OH:27])=[O:26]. The yield is 0.460. (3) The reactants are [CH2:1]([N:8]([CH2:14][CH:15]([O:19][CH2:20][CH3:21])[O:16][CH2:17][CH3:18])[S:9]([CH2:12][CH3:13])(=[O:11])=[O:10])[C:2]1[CH:7]=[CH:6][CH:5]=[CH:4][CH:3]=1.[N+:22]([CH3:25])([O-:24])=[O:23]. The catalyst is C(O)C. The product is [CH2:1]([N:8]([CH2:14][CH:15]([O:19][CH2:20][CH3:21])[O:16][CH2:17][CH3:18])[S:9]([CH2:12][CH2:13][CH2:25][N+:22]([O-:24])=[O:23])(=[O:11])=[O:10])[C:2]1[CH:3]=[CH:4][CH:5]=[CH:6][CH:7]=1. The yield is 0.420. (4) The reactants are C(O)(C(F)(F)F)=O.[NH2:8][C:9]1[C:10]([C:27]#[C:28][C:29]2[CH:30]=[C:31]([CH:44]=[CH:45][CH:46]=2)[O:32][CH2:33][CH2:34][CH2:35][NH:36]C(=O)OC(C)(C)C)=[N:11][C:12]([C:15]2[CH:20]=[CH:19][C:18]([S:21]([CH:24]([CH3:26])[CH3:25])(=[O:23])=[O:22])=[CH:17][CH:16]=2)=[CH:13][N:14]=1. The catalyst is C(Cl)Cl. The product is [NH2:36][CH2:35][CH2:34][CH2:33][O:32][C:31]1[CH:30]=[C:29]([C:28]#[C:27][C:10]2[C:9]([NH2:8])=[N:14][CH:13]=[C:12]([C:15]3[CH:16]=[CH:17][C:18]([S:21]([CH:24]([CH3:25])[CH3:26])(=[O:23])=[O:22])=[CH:19][CH:20]=3)[N:11]=2)[CH:46]=[CH:45][CH:44]=1. The yield is 0.370. (5) The reactants are [Cl:1][C:2]1[CH:7]=[CH:6][C:5]([S:8]([CH:11]([C:18]2[CH:23]=[C:22]([F:24])[CH:21]=[CH:20][C:19]=2[F:25])[CH:12]2[CH2:17][CH2:16][NH:15][CH2:14][CH2:13]2)(=[O:10])=[O:9])=[CH:4][CH:3]=1.C(N(CC)CC)C.[F:33][C:34]([F:47])([F:46])[S:35](O[S:35]([C:34]([F:47])([F:46])[F:33])(=[O:37])=[O:36])(=[O:37])=[O:36]. The catalyst is ClCCl. The product is [Cl:1][C:2]1[CH:7]=[CH:6][C:5]([S:8]([CH:11]([C:18]2[CH:23]=[C:22]([F:24])[CH:21]=[CH:20][C:19]=2[F:25])[CH:12]2[CH2:17][CH2:16][N:15]([S:35]([C:34]([F:47])([F:46])[F:33])(=[O:37])=[O:36])[CH2:14][CH2:13]2)(=[O:9])=[O:10])=[CH:4][CH:3]=1. The yield is 0.840. (6) The reactants are [CH3:1][N:2]([CH3:27])[C:3]1([C:21]2[CH:26]=[CH:25][CH:24]=[CH:23][CH:22]=2)[CH2:8][CH2:7][C:6](=[CH:9][C:10]([NH:12][CH2:13][C:14]2[CH:19]=[CH:18][C:17]([F:20])=[CH:16][CH:15]=2)=[O:11])[CH2:5][CH2:4]1.[Cl:28][Si](C)(C)C. The catalyst is CC(CC)=O. The product is [ClH:28].[CH3:27][N:2]([CH3:1])[C:3]1([C:21]2[CH:26]=[CH:25][CH:24]=[CH:23][CH:22]=2)[CH2:4][CH2:5][C:6](=[CH:9][C:10]([NH:12][CH2:13][C:14]2[CH:15]=[CH:16][C:17]([F:20])=[CH:18][CH:19]=2)=[O:11])[CH2:7][CH2:8]1. The yield is 0.710. (7) The reactants are [Mg].Br[C:3]1[CH:8]=[C:7]([Cl:9])[CH:6]=[CH:5][C:4]=1[CH:10]([CH3:12])[CH3:11].CN(C)[CH:15]=[O:16].Cl. The catalyst is O1CCCC1. The product is [Cl:9][C:7]1[CH:6]=[CH:5][C:4]([CH:10]([CH3:12])[CH3:11])=[C:3]([CH:8]=1)[CH:15]=[O:16]. The yield is 0.770. (8) The yield is 0.970. The product is [F:7][C:8]1[CH:16]=[C:15]2[C:11](=[CH:10][CH:9]=1)[C:12]([CH2:17][CH2:18][NH2:19])=[CH:13][NH:14]2. The catalyst is O1CCCC1. The reactants are [H-].[Li+].[Al+3].[H-].[H-].[H-].[F:7][C:8]1[CH:16]=[C:15]2[C:11]([C:12](/[CH:17]=[CH:18]/[N+:19]([O-])=O)=[CH:13][NH:14]2)=[CH:10][CH:9]=1.C(OCC)(=O)C. (9) The reactants are [C:1]([C:3]1[CH:8]=[CH:7][C:6]([C:9]2[CH:10]=[N:11][N:12]([C:15]3[CH:23]=[CH:22][C:18]([C:19](O)=[O:20])=[CH:17][N:16]=3)[C:13]=2[OH:14])=[CH:5][CH:4]=1)#[N:2].CN(C(ON1N=NC2C=CC=NC1=2)=[N+](C)C)C.F[P-](F)(F)(F)(F)F.Cl.[CH3:49][O:50][CH2:51][C:52]1([NH2:56])[CH2:55][CH2:54][CH2:53]1.CCN(C(C)C)C(C)C. The catalyst is CN(C=O)C.CS(C)=O.O. The product is [C:1]([C:3]1[CH:8]=[CH:7][C:6]([C:9]2[CH:10]=[N:11][N:12]([C:15]3[CH:23]=[CH:22][C:18]([C:19]([NH:56][C:52]4([CH2:51][O:50][CH3:49])[CH2:55][CH2:54][CH2:53]4)=[O:20])=[CH:17][N:16]=3)[C:13]=2[OH:14])=[CH:5][CH:4]=1)#[N:2]. The yield is 0.395. (10) The reactants are Br[C:2]1[C:10]2[O:9][CH2:8][CH:7]([C:11]3[CH:16]=[CH:15][C:14]([CH:17]([CH3:19])[CH3:18])=[CH:13][CH:12]=3)[C:6]=2[C:5]([CH3:20])=[C:4]([NH:21][C:22](=[O:28])[CH2:23][C:24]([CH3:27])([CH3:26])[CH3:25])[C:3]=1[CH3:29].[N:30]1([C:35]2[CH:36]=[C:37](B(O)O)[CH:38]=[CH:39][CH:40]=2)[CH2:34][CH2:33][CH2:32][CH2:31]1. No catalyst specified. The product is [CH:17]([C:14]1[CH:13]=[CH:12][C:11]([CH:7]2[C:6]3[C:5]([CH3:20])=[C:4]([NH:21][C:22](=[O:28])[CH2:23][C:24]([CH3:27])([CH3:25])[CH3:26])[C:3]([CH3:29])=[C:2]([C:37]4[CH:38]=[CH:39][CH:40]=[C:35]([N:30]5[CH2:31][CH2:32][CH2:33][CH2:34]5)[CH:36]=4)[C:10]=3[O:9][CH2:8]2)=[CH:16][CH:15]=1)([CH3:19])[CH3:18]. The yield is 0.170.